From a dataset of Forward reaction prediction with 1.9M reactions from USPTO patents (1976-2016). Predict the product of the given reaction. (1) Given the reactants [NH2:1][C:2]1[CH:7]=[C:6]([O:8][CH2:9][C:10]2[CH:15]=[CH:14][CH:13]=[CH:12][CH:11]=2)[C:5]([O:16][CH3:17])=[CH:4][C:3]=1[CH:18]([NH:27][C:28]1[CH:33]=[CH:32][C:31]([C:34]#[N:35])=[CH:30][CH:29]=1)[CH2:19][NH:20][S:21]([CH2:24][CH2:25][CH3:26])(=[O:23])=[O:22].[CH3:36][S:37](Cl)(=[O:39])=[O:38].Cl.[NH2:42]O.[O-]CC.[Na+], predict the reaction product. The product is: [CH2:9]([O:8][C:6]1[C:5]([O:16][CH3:17])=[CH:4][C:3]([CH:18]([NH:27][C:28]2[CH:29]=[CH:30][C:31]([C:34]([NH2:42])=[NH:35])=[CH:32][CH:33]=2)[CH2:19][NH:20][S:21]([CH2:24][CH2:25][CH3:26])(=[O:23])=[O:22])=[C:2]([NH:1][S:37]([CH3:36])(=[O:39])=[O:38])[CH:7]=1)[C:10]1[CH:11]=[CH:12][CH:13]=[CH:14][CH:15]=1. (2) Given the reactants [CH3:1][O:2][C:3]([C:5]1[S:9][C:8]2[CH2:10][CH2:11][CH2:12][CH2:13][C:7]=2[C:6]=1I)=[O:4].[CH2:15]([OH:18])[C:16]#[CH:17].C(N(CC)CC)C, predict the reaction product. The product is: [CH3:1][O:2][C:3]([C:5]1[S:9][C:8]2[CH2:10][CH2:11][CH2:12][CH2:13][C:7]=2[C:6]=1[C:17]#[C:16][CH2:15][OH:18])=[O:4]. (3) Given the reactants [C:1]([O:5][C:6]([CH:8]1[CH2:13][CH2:12][N:11]([C:14]2[NH:19][C:18](=[O:20])[C:17]([C:21]([O:23][CH2:24][CH3:25])=[O:22])=[CH:16][C:15]=2[C:26]#[N:27])[CH2:10][CH2:9]1)=[O:7])([CH3:4])([CH3:3])[CH3:2].[CH3:28]I, predict the reaction product. The product is: [C:1]([O:5][C:6]([CH:8]1[CH2:13][CH2:12][N:11]([C:14]2[C:15]([C:26]#[N:27])=[CH:16][C:17]([C:21]([O:23][CH2:24][CH3:25])=[O:22])=[C:18]([O:20][CH3:28])[N:19]=2)[CH2:10][CH2:9]1)=[O:7])([CH3:2])([CH3:4])[CH3:3]. (4) Given the reactants [CH2:1]([O:3][C:4](=[O:23])[CH:5]=[C:6]1[CH2:9][C:8]2([CH2:12][N:11](C(OCC3C=CC=CC=3)=O)[CH2:10]2)[CH2:7]1)[CH3:2], predict the reaction product. The product is: [CH2:9]1[C:8]2([CH2:12][NH:11][CH2:10]2)[CH2:7][CH:6]1[CH2:5][C:4]([O:3][CH2:1][CH3:2])=[O:23]. (5) Given the reactants [C:1](Cl)(=[O:3])[CH3:2].[CH2:5]([N:13]1[C:21]2[C:16](=[CH:17][C:18]([C:22]3[CH:23]=[C:24]([CH3:28])[CH:25]=[CH:26][CH:27]=3)=[CH:19][CH:20]=2)[C:15]([CH2:29][NH2:30])=[CH:14]1)[CH2:6][CH2:7][CH2:8][CH2:9][CH2:10][CH2:11][CH3:12].C(N(CC)CC)C, predict the reaction product. The product is: [CH2:5]([N:13]1[C:21]2[C:16](=[CH:17][C:18]([C:22]3[CH:23]=[C:24]([CH3:28])[CH:25]=[CH:26][CH:27]=3)=[CH:19][CH:20]=2)[C:15]([CH2:29][NH:30][C:1](=[O:3])[CH3:2])=[CH:14]1)[CH2:6][CH2:7][CH2:8][CH2:9][CH2:10][CH2:11][CH3:12]. (6) Given the reactants [CH2:1]([S:8]([NH:11][C:12]([CH:14]1[CH2:19][CH2:18][N:17]([C:20]2[C:30]([C:31]#[N:32])=[CH:29][C:23]([C:24]([O:26][CH2:27][CH3:28])=[O:25])=[C:22]([CH2:33]Cl)[N:21]=2)[CH2:16][CH2:15]1)=[O:13])(=[O:10])=[O:9])[C:2]1[CH:7]=[CH:6][CH:5]=[CH:4][CH:3]=1.[I-].[Na+].[N-:37]=[N+:38]=[N-:39].[Na+], predict the reaction product. The product is: [N:37]([CH2:33][C:22]1[N:21]=[C:20]([N:17]2[CH2:18][CH2:19][CH:14]([C:12](=[O:13])[NH:11][S:8]([CH2:1][C:2]3[CH:7]=[CH:6][CH:5]=[CH:4][CH:3]=3)(=[O:10])=[O:9])[CH2:15][CH2:16]2)[C:30]([C:31]#[N:32])=[CH:29][C:23]=1[C:24]([O:26][CH2:27][CH3:28])=[O:25])=[N+:38]=[N-:39]. (7) The product is: [CH3:1][O:2][C:3]1[N:4]=[CH:5][C:6]([C:9]([NH2:13])=[O:11])=[N:7][CH:8]=1. Given the reactants [CH3:1][O:2][C:3]1[N:4]=[CH:5][C:6]([C:9]([O:11]C)=O)=[N:7][CH:8]=1.[NH3:13], predict the reaction product.